From a dataset of Forward reaction prediction with 1.9M reactions from USPTO patents (1976-2016). Predict the product of the given reaction. (1) Given the reactants [CH3:1][O:2][C:3]1[CH:4]=[C:5]([CH:11]([C:13]2[CH:18]=[CH:17][CH:16]=[C:15]([O:19][CH3:20])[CH:14]=2)[OH:12])[CH:6]=[C:7]([O:9][CH3:10])[CH:8]=1, predict the reaction product. The product is: [CH3:10][O:9][C:7]1[CH:6]=[C:5]([C:11]([C:13]2[CH:18]=[CH:17][CH:16]=[C:15]([O:19][CH3:20])[CH:14]=2)=[O:12])[CH:4]=[C:3]([O:2][CH3:1])[CH:8]=1. (2) Given the reactants [C:1]([NH:5][CH2:6][C:7]1[CH:8]=[C:9]2[C:14](=[CH:15][CH:16]=1)[C@H:13]([NH:17]C(=O)OC(C)(C)C)[CH2:12][CH2:11][CH2:10]2)([CH3:4])([CH3:3])[CH3:2], predict the reaction product. The product is: [C:1]([NH:5][CH2:6][C:7]1[CH:8]=[C:9]2[C:14](=[CH:15][CH:16]=1)[C@H:13]([NH2:17])[CH2:12][CH2:11][CH2:10]2)([CH3:4])([CH3:2])[CH3:3]. (3) Given the reactants [Cl:1][C:2]1[CH:7]=[CH:6][C:5]([C:8]2[N:12]([C:13]3[CH:18]=[CH:17][C:16]([Cl:19])=[CH:15][C:14]=3[Cl:20])[N:11]=[C:10]([C:21](O)=O)[C:9]=2[CH3:24])=[CH:4][CH:3]=1.[CH:25]1([NH:28][C:29]([CH3:34])([CH3:33])[C:30]([NH2:32])=[O:31])[CH2:27][CH2:26]1, predict the reaction product. The product is: [Cl:1][C:2]1[CH:3]=[CH:4][C:5]([C:8]2[N:12]([C:13]3[CH:18]=[CH:17][C:16]([Cl:19])=[CH:15][C:14]=3[Cl:20])[N:11]=[C:10]([C:21]3[N:28]([CH:25]4[CH2:27][CH2:26]4)[C:29]([CH3:34])([CH3:33])[C:30](=[O:31])[N:32]=3)[C:9]=2[CH3:24])=[CH:6][CH:7]=1. (4) Given the reactants [C:12]([O:11][C:9](O[C:9]([O:11][C:12]([CH3:15])([CH3:14])[CH3:13])=[O:10])=[O:10])([CH3:15])([CH3:14])[CH3:13].[F:16][C:17]1[CH:22]=[CH:21][CH:20]=[CH:19][C:18]=1[NH2:23], predict the reaction product. The product is: [F:16][C:17]1[CH:22]=[CH:21][CH:20]=[CH:19][C:18]=1[NH:23][C:9](=[O:10])[O:11][C:12]([CH3:13])([CH3:14])[CH3:15].